Predict the reaction yield, written as a fraction of the theoretical maximum amount of product (1.0 means a 100% yield; for example, 0.34 means a 34% yield). From a dataset of Reaction yield outcomes from USPTO patents with 853,638 reactions. (1) The reactants are [NH:1]1[C:9]2[C:4](=[CH:5][CH:6]=[CH:7][C:8]=2[C:10]([OH:12])=O)[CH:3]=[CH:2]1.CN(C(ON1N=NC2C=CC=CC1=2)=[N+](C)C)C.[B-](F)(F)(F)F.C(N(CC)C(C)C)(C)C.[C:44]([C:48]1[CH:68]=[CH:67][C:51]([CH2:52][NH:53][CH2:54][CH2:55][C:56]2[CH:61]=[CH:60][C:59]([C:62]([F:65])([F:64])[F:63])=[C:58]([F:66])[CH:57]=2)=[CH:50][CH:49]=1)([CH3:47])([CH3:46])[CH3:45]. The catalyst is CN(C=O)C.O. The product is [C:44]([C:48]1[CH:68]=[CH:67][C:51]([CH2:52][N:53]([CH2:54][CH2:55][C:56]2[CH:61]=[CH:60][C:59]([C:62]([F:65])([F:63])[F:64])=[C:58]([F:66])[CH:57]=2)[C:10]([C:8]2[CH:7]=[CH:6][CH:5]=[C:4]3[C:9]=2[NH:1][CH:2]=[CH:3]3)=[O:12])=[CH:50][CH:49]=1)([CH3:47])([CH3:45])[CH3:46]. The yield is 0.910. (2) The reactants are [F:1][CH2:2][C:3]1[N:4]([C:9]2[C:18]3[C:13](=[CH:14][CH:15]=[CH:16][CH:17]=3)[C:12]([CH3:19])=[CH:11][CH:10]=2)[C:5]([SH:8])=[N:6][N:7]=1.C([O-])([O-])=O.[K+].[K+].Cl[CH2:27][C:28]([NH:30][C:31]1[CH:36]=[CH:35][C:34]([S:37](=[O:40])(=[O:39])[NH2:38])=[CH:33][C:32]=1[Cl:41])=[O:29].O. The catalyst is CN(C=O)C. The product is [Cl:41][C:32]1[CH:33]=[C:34]([S:37](=[O:40])(=[O:39])[NH2:38])[CH:35]=[CH:36][C:31]=1[NH:30][C:28](=[O:29])[CH2:27][S:8][C:5]1[N:4]([C:9]2[C:18]3[C:13](=[CH:14][CH:15]=[CH:16][CH:17]=3)[C:12]([CH3:19])=[CH:11][CH:10]=2)[C:3]([CH2:2][F:1])=[N:7][N:6]=1. The yield is 0.740. (3) The reactants are [C:1]([O:5][C:6](=[O:15])[NH:7][C@@H:8]([CH2:11][CH:12]([CH3:14])[CH3:13])[CH2:9][OH:10])([CH3:4])([CH3:3])[CH3:2].Cl[C:17]1[CH:18]=[CH:19][C:20]2[C:31]3[C:26](=[CH:27][N:28]=[C:29]([NH:32][C:33](=[O:35])[CH3:34])[CH:30]=3)[CH2:25][O:24][C:21]=2[C:22]=1[CH3:23]. No catalyst specified. The product is [C:1]([O:5][C:6](=[O:15])[NH:7][C@@H:8]([CH2:11][CH:12]([CH3:13])[CH3:14])[CH2:9][O:10][C:17]1[CH:18]=[CH:19][C:20]2[C:31]3[C:26](=[CH:27][N:28]=[C:29]([NH:32][C:33](=[O:35])[CH3:34])[CH:30]=3)[CH2:25][O:24][C:21]=2[C:22]=1[CH3:23])([CH3:4])([CH3:3])[CH3:2]. The yield is 0.110. (4) The reactants are BrC1C=CC(C(C)C[NH:10][S:11]([CH:14]([CH3:16])[CH3:15])(=[O:13])=[O:12])=CC=1.B1(B2O[C:30]([CH3:33])([CH3:32])[C:29]([CH3:35])([CH3:34])O2)O[C:30]([CH3:33])([CH3:32])[C:29]([CH3:35])([CH3:34])O1.C(Cl)Cl.[CH3:39][C:40]([O-])=O.[K+].Br[C:45]1[CH:51]=[CH:50][C:48]([NH2:49])=[C:47]([N+:52]([O-:54])=[O:53])[CH:46]=1.[C:55]([O-])([O-])=O.[Na+].[Na+]. The catalyst is CN(C=O)C.C1C=CC(P(C2C=CC=CC=2)[C-]2C=CC=C2)=CC=1.C1C=CC(P(C2C=CC=CC=2)[C-]2C=CC=C2)=CC=1.Cl[Pd]Cl.[Fe+2]. The product is [NH2:49][C:48]1[CH:50]=[CH:51][C:45]([C:40]2[CH:39]=[CH:34][C:29]([CH:30]([CH3:32])[CH2:33][CH2:15][CH:14]([S:11]([NH2:10])(=[O:13])=[O:12])[CH3:16])=[CH:35][CH:55]=2)=[CH:46][C:47]=1[N+:52]([O-:54])=[O:53]. The yield is 0.510. (5) The reactants are [CH:1]12[CH2:7][CH:4]([CH:5]=[CH:6]1)[CH2:3][CH:2]2[CH2:8]O.C(N(CC)CC)C.C(Cl)(=O)C=CC1C=CC=CC=1.[C:28]([O:31]CC)(=[O:30])[CH3:29]. The catalyst is C1COCC1. The product is [CH:1]12[CH2:7][CH:4]([CH:3]=[CH:2]1)[CH2:5][CH2:6]2.[CH3:8][C:2]1[CH:3]=[CH:4][CH:5]=[CH:6][C:1]=1[CH:7]=[CH:29][C:28]([O-:31])=[O:30]. The yield is 0.880. (6) The reactants are [CH3:1][O:2][C:3](=[O:14])[C:4]1[CH:9]=[CH:8][C:7]([N+:10]([O-:12])=[O:11])=[CH:6][C:5]=1[NH2:13].C(N(CC)CC)C.[F:22][C:23]([F:35])([F:34])[O:24][C:25]1[CH:33]=[CH:32][C:28]([C:29](Cl)=[O:30])=[CH:27][CH:26]=1. The catalyst is C(Cl)Cl. The product is [CH3:1][O:2][C:3](=[O:14])[C:4]1[CH:9]=[CH:8][C:7]([N+:10]([O-:12])=[O:11])=[CH:6][C:5]=1[NH:13][C:29](=[O:30])[C:28]1[CH:32]=[CH:33][C:25]([O:24][C:23]([F:22])([F:34])[F:35])=[CH:26][CH:27]=1. The yield is 0.700. (7) The reactants are [CH2:1]([N:9]=[C:10]=[O:11])[CH2:2][C:3]1[CH:8]=[CH:7][CH:6]=[CH:5][CH:4]=1.Cl.[CH2:13](N)[C:14]1[CH:19]=[CH:18][CH:17]=[CH:16][CH:15]=1.C([NH:24]C(C)C)(C)C. The catalyst is C(Cl)(Cl)Cl. The product is [C:3]1([CH2:2][CH2:1][N:9]([CH2:13][C:14]2[CH:19]=[CH:18][CH:17]=[CH:16][CH:15]=2)[C:10]([NH2:24])=[O:11])[CH:8]=[CH:7][CH:6]=[CH:5][CH:4]=1. The yield is 0.890. (8) The reactants are [Cl:1][C:2]1[N:7]=[C:6]2[N:8]([CH2:11][O:12][CH2:13][CH2:14][Si:15]([CH3:18])([CH3:17])[CH3:16])[CH:9]=[CH:10][C:5]2=[C:4]([O:19][C:20]2[CH:29]=[CH:28][CH:27]=[C:26]3[C:21]=2[CH:22]=[CH:23][CH:24]=[C:25]3[C:30](O)=[O:31])[CH:3]=1.[F:33][C:34]([F:43])([F:42])[C:35]1[CH:36]=[C:37]([NH2:41])[CH:38]=[CH:39][CH:40]=1. No catalyst specified. The product is [Cl:1][C:2]1[N:7]=[C:6]2[N:8]([CH2:11][O:12][CH2:13][CH2:14][Si:15]([CH3:17])([CH3:18])[CH3:16])[CH:9]=[CH:10][C:5]2=[C:4]([O:19][C:20]2[CH:29]=[CH:28][CH:27]=[C:26]3[C:21]=2[CH:22]=[CH:23][CH:24]=[C:25]3[C:30]([NH:41][C:37]2[CH:38]=[CH:39][CH:40]=[C:35]([C:34]([F:33])([F:42])[F:43])[CH:36]=2)=[O:31])[CH:3]=1. The yield is 0.880. (9) The reactants are C(=O)([O-])[O-].[K+].[K+].[OH:7][C:8]1[CH:12]=[C:11]([CH3:13])[NH:10][N:9]=1.[Cl:14][C:15]1[CH:16]=[C:17]([C:23]([F:26])([F:25])[F:24])[CH:18]=[C:19]([F:22])[C:20]=1F.Cl. The catalyst is CN(C=O)C. The product is [Cl:14][C:15]1[CH:16]=[C:17]([C:23]([F:24])([F:25])[F:26])[CH:18]=[C:19]([F:22])[C:20]=1[O:7][C:8]1[CH:12]=[C:11]([CH3:13])[NH:10][N:9]=1. The yield is 0.338.